This data is from Peptide-MHC class II binding affinity with 134,281 pairs from IEDB. The task is: Regression. Given a peptide amino acid sequence and an MHC pseudo amino acid sequence, predict their binding affinity value. This is MHC class II binding data. (1) The peptide sequence is WVPQGRTTWSIHGKG. The MHC is DRB1_0404 with pseudo-sequence DRB1_0404. The binding affinity (normalized) is 0.756. (2) The peptide sequence is EKKYFAATQFEPLSA. The MHC is HLA-DQA10301-DQB10302 with pseudo-sequence HLA-DQA10301-DQB10302. The binding affinity (normalized) is 0.499. (3) The peptide sequence is NKEITEILPDNNPSP. The MHC is HLA-DPA10201-DPB10101 with pseudo-sequence HLA-DPA10201-DPB10101. The binding affinity (normalized) is 0.231. (4) The peptide sequence is AAYLATRGLDVVDAV. The MHC is HLA-DQA10501-DQB10301 with pseudo-sequence HLA-DQA10501-DQB10301. The binding affinity (normalized) is 0.543. (5) The peptide sequence is SSYVCSGLVGDTPRK. The MHC is DRB4_0101 with pseudo-sequence DRB4_0103. The binding affinity (normalized) is 0.0214.